This data is from Reaction yield outcomes from USPTO patents with 853,638 reactions. The task is: Predict the reaction yield, written as a fraction of the theoretical maximum amount of product (1.0 means a 100% yield; for example, 0.34 means a 34% yield). (1) The product is [CH3:23][N:24]([CH3:47])[C:25]1[CH:34]=[C:33]2[C:28](=[CH:27][CH:26]=1)[CH:29]=[C:30]1[CH2:45][CH2:44][C:43](=[O:46])[C:31]1=[C:32]2[C:35]1[CH:36]=[CH:37][C:38]([CH:41]=[O:42])=[CH:39][CH:40]=1. The catalyst is C(Cl)Cl. The yield is 0.670. The reactants are CC(OI1(OC(C)=O)(OC(C)=O)OC(=O)C2C=CC=CC1=2)=O.[CH3:23][N:24]([CH3:47])[C:25]1[CH:34]=[C:33]2[C:28]([CH:29]=[C:30]3[CH2:45][CH2:44][C:43](=[O:46])[C:31]3=[C:32]2[C:35]2[CH:40]=[CH:39][C:38]([CH2:41][OH:42])=[CH:37][CH:36]=2)=[CH:27][CH:26]=1. (2) The reactants are [C:1]1([N:7]2[C:11]([NH2:12])=[CH:10][CH:9]=[N:8]2)[CH:6]=[CH:5][CH:4]=[CH:3][CH:2]=1.Cl.[N:14](OC(C)(C)C)=[O:15]. The catalyst is CCO. The product is [N:14]([C:10]1[CH:9]=[N:8][N:7]([C:1]2[CH:6]=[CH:5][CH:4]=[CH:3][CH:2]=2)[C:11]=1[NH2:12])=[O:15]. The yield is 0.600. (3) The catalyst is C(Cl)Cl. The reactants are C1(P(C2C=CC=CC=2)C2C=CC=CC=2)C=CC=CC=1.[Br:20]Br.[F:22][C:23]1[CH:24]=[C:25]2[C:29](=[CH:30][CH:31]=1)[N:28]([S:32]([C:35]1[CH:41]=[CH:40][C:38]([CH3:39])=[CH:37][CH:36]=1)(=[O:34])=[O:33])[CH:27]=[C:26]2[CH2:42]O. The product is [Br:20][CH2:42][C:26]1[C:25]2[C:29](=[CH:30][CH:31]=[C:23]([F:22])[CH:24]=2)[N:28]([S:32]([C:35]2[CH:41]=[CH:40][C:38]([CH3:39])=[CH:37][CH:36]=2)(=[O:34])=[O:33])[CH:27]=1. The yield is 0.970.